This data is from Reaction yield outcomes from USPTO patents with 853,638 reactions. The task is: Predict the reaction yield, written as a fraction of the theoretical maximum amount of product (1.0 means a 100% yield; for example, 0.34 means a 34% yield). (1) The reactants are [CH3:1][O:2][C:3]1[C:7]2[C:8](=[O:25])[N:9]([CH2:16][C:17](=[O:24])[C:18]3[CH:23]=[CH:22][CH:21]=[CH:20][CH:19]=3)[C:10]3[CH:11]=[CH:12][CH:13]=[CH:14][C:15]=3[C:6]=2[N:5]([CH3:26])[C:4]=1[C:27]([NH:29][CH:30]1[CH2:35][CH2:34][N:33]([C:36]2[CH:41]=[CH:40][N:39]=[CH:38][CH:37]=2)[CH2:32][CH2:31]1)=[O:28].C(OC(=O)C)C.[ClH:48].C(OCC)(=O)C. The catalyst is CO. The product is [ClH:48].[CH3:1][O:2][C:3]1[C:7]2[C:8](=[O:25])[N:9]([CH2:16][C:17](=[O:24])[C:18]3[CH:19]=[CH:20][CH:21]=[CH:22][CH:23]=3)[C:10]3[CH:11]=[CH:12][CH:13]=[CH:14][C:15]=3[C:6]=2[N:5]([CH3:26])[C:4]=1[C:27]([NH:29][CH:30]1[CH2:31][CH2:32][N:33]([C:36]2[CH:37]=[CH:38][N:39]=[CH:40][CH:41]=2)[CH2:34][CH2:35]1)=[O:28]. The yield is 0.170. (2) The reactants are [Cl:1][C:2]1[N:7]=[C:6]([NH:8][CH:9]2[CH2:13][CH2:12][CH2:11][CH2:10]2)[C:5]([C:14]#[C:15][CH:16]([O:20][CH2:21][CH3:22])[O:17][CH2:18][CH3:19])=[CH:4][N:3]=1. The catalyst is C1COCC1.CCCC[N+](CCCC)(CCCC)CCCC.[F-]. The product is [Cl:1][C:2]1[N:3]=[CH:4][C:5]2[CH:14]=[C:15]([CH:16]([O:20][CH2:21][CH3:22])[O:17][CH2:18][CH3:19])[N:8]([CH:9]3[CH2:13][CH2:12][CH2:11][CH2:10]3)[C:6]=2[N:7]=1. The yield is 0.760. (3) The product is [CH2:1]([O:3][C:4](=[O:22])[CH2:5][N:6]([CH2:7][CH2:8][NH:9][S:10]([C:13]1[S:14][C:15]2[CH:21]=[CH:20][CH:19]=[CH:18][C:16]=2[N:17]=1)(=[O:12])=[O:11])[C:40](=[O:41])[CH2:39][N:36]1[CH:37]=[CH:38][C:33]([NH:32][C:30]([O:29][CH2:28][C:27]2[CH:44]=[CH:45][C:46]([O:47][CH3:48])=[C:25]([O:24][CH3:23])[CH:26]=2)=[O:31])=[N:34][C:35]1=[O:43])[CH3:2]. The reactants are [CH2:1]([O:3][C:4](=[O:22])[CH2:5][NH:6][CH2:7][CH2:8][NH:9][S:10]([C:13]1[S:14][C:15]2[CH:21]=[CH:20][CH:19]=[CH:18][C:16]=2[N:17]=1)(=[O:12])=[O:11])[CH3:2].[CH3:23][O:24][C:25]1[CH:26]=[C:27]([CH:44]=[CH:45][C:46]=1[O:47][CH3:48])[CH2:28][O:29][C:30]([NH:32][C:33]1[CH:38]=[CH:37][N:36]([CH2:39][C:40](O)=[O:41])[C:35](=[O:43])[N:34]=1)=[O:31]. No catalyst specified. The yield is 0.810. (4) The reactants are [N:1]1([C:7]2[CH:13]=[CH:12][C:10]([NH2:11])=[CH:9][CH:8]=2)[CH2:6][CH2:5][O:4][CH2:3][CH2:2]1.[N:14]([O-])=O.[Na+].C([O-])(=O)C.[Na+].[C:23]([CH2:26][C:27](=[O:29])[CH3:28])(=[O:25])[CH3:24]. The catalyst is C(O)(=O)C.Cl.O.C(O)C. The product is [N:1]1([C:7]2[CH:13]=[CH:12][C:10]([NH:11][N:14]=[C:26]([C:27](=[O:29])[CH3:28])[C:23](=[O:25])[CH3:24])=[CH:9][CH:8]=2)[CH2:2][CH2:3][O:4][CH2:5][CH2:6]1. The yield is 0.550. (5) The reactants are [CH2:1]([C@@:4]1([C:20]2[CH:25]=[CH:24][C:23]([F:26])=[CH:22][CH:21]=2)[O:9][C:8](=[O:10])[N:7]([C@H:11]([C:13]2[CH:18]=[CH:17][C:16]([Br:19])=[CH:15][CH:14]=2)[CH3:12])[CH2:6][CH2:5]1)[CH:2]=[CH2:3].B.C1C[O:31]CC1.[OH-].[Na+].OO.Cl. The catalyst is C1COCC1.O. The product is [Br:19][C:16]1[CH:17]=[CH:18][C:13]([C@@H:11]([N:7]2[CH2:6][CH2:5][C@@:4]([C:20]3[CH:21]=[CH:22][C:23]([F:26])=[CH:24][CH:25]=3)([CH2:1][CH2:2][CH2:3][OH:31])[O:9][C:8]2=[O:10])[CH3:12])=[CH:14][CH:15]=1. The yield is 0.380. (6) The reactants are [Cl:1][C:2]1[CH:3]=[CH:4][C:5]2[C:11]3[N:12]=[C:13]([NH:16][C:17]4[CH:22]=[CH:21][C:20]([N+:23]([O-])=O)=[CH:19][CH:18]=4)[N:14]=[CH:15][C:10]=3[CH2:9][N:8]=[C:7]([C:26]3[C:31]([F:32])=[CH:30][CH:29]=[CH:28][C:27]=3[F:33])[C:6]=2[CH:34]=1.C([O-])(O)=O.[Na+]. The catalyst is C(OCC)(=O)C. The product is [Cl:1][C:2]1[CH:3]=[CH:4][C:5]2[C:11]3[N:12]=[C:13]([NH:16][C:17]4[CH:18]=[CH:19][C:20]([NH2:23])=[CH:21][CH:22]=4)[N:14]=[CH:15][C:10]=3[CH2:9][N:8]=[C:7]([C:26]3[C:31]([F:32])=[CH:30][CH:29]=[CH:28][C:27]=3[F:33])[C:6]=2[CH:34]=1. The yield is 1.00. (7) The reactants are [CH3:1][C:2]([CH3:34])([CH2:5][C@@:6]1([C:28]2[CH:33]=[CH:32][CH:31]=[CH:30][CH:29]=2)[O:11][C:10](=[O:12])[N:9]([C@H:13]([C:15]2[CH:20]=[CH:19][C:18]([C:21]3[CH:26]=[CH:25][C:24](=[O:27])[NH:23][CH:22]=3)=[CH:17][CH:16]=2)[CH3:14])[CH2:8][CH2:7]1)[C:3]#[N:4].C([O-])([O-])=O.[Cs+].[Cs+].[CH:41](I)([CH3:43])[CH3:42]. The catalyst is CN(C=O)C. The product is [CH:41]([N:23]1[C:24](=[O:27])[CH:25]=[CH:26][C:21]([C:18]2[CH:19]=[CH:20][C:15]([C@@H:13]([N:9]3[CH2:8][CH2:7][C@:6]([CH2:5][C:2]([CH3:1])([CH3:34])[C:3]#[N:4])([C:28]4[CH:33]=[CH:32][CH:31]=[CH:30][CH:29]=4)[O:11][C:10]3=[O:12])[CH3:14])=[CH:16][CH:17]=2)=[CH:22]1)([CH3:43])[CH3:42]. The yield is 0.300.